From a dataset of Catalyst prediction with 721,799 reactions and 888 catalyst types from USPTO. Predict which catalyst facilitates the given reaction. (1) Product: [CH2:6]([C:8]([C:11]1[CH:12]=[CH:13][C:14]([OH:17])=[CH:15][CH:16]=1)([C:19]1[CH:24]=[CH:23][C:22]([CH2:25][CH2:26][CH:27]([OH:32])[C:28]([CH3:30])([CH3:31])[CH3:29])=[C:21]([CH3:33])[CH:20]=1)[CH2:9][CH3:10])[CH3:7]. Reactant: [H-].[Na+].C(S)C.[CH2:6]([C:8]([C:19]1[CH:24]=[CH:23][C:22]([CH2:25][CH2:26][CH:27]([OH:32])[C:28]([CH3:31])([CH3:30])[CH3:29])=[C:21]([CH3:33])[CH:20]=1)([C:11]1[CH:16]=[CH:15][C:14]([O:17]C)=[CH:13][CH:12]=1)[CH2:9][CH3:10])[CH3:7]. The catalyst class is: 3. (2) Reactant: [N:1]1[CH:6]=[CH:5][CH:4]=[C:3]([CH2:7][O:8][C:9](=[O:28])[N:10]([C:21]2[CH:26]=[CH:25][N:24]=[C:23](Cl)[N:22]=2)[C:11]2[CH:16]=[CH:15][C:14]([O:17][CH3:18])=[CH:13][C:12]=2[O:19][CH3:20])[CH:2]=1.[CH3:29][O:30][C:31]1[CH:32]=[C:33]([CH:35]=[CH:36][C:37]=1[N:38]1[CH2:43][CH2:42][N:41]([CH3:44])[CH2:40][CH2:39]1)[NH2:34].C(O)(C)C.FC(F)(F)C(O)=O. Product: [CH3:20][O:19][C:12]1[CH:13]=[C:14]([O:17][CH3:18])[CH:15]=[CH:16][C:11]=1[N:10]([C:21]1[CH:26]=[CH:25][N:24]=[C:23]([NH:34][C:33]2[CH:35]=[CH:36][C:37]([N:38]3[CH2:43][CH2:42][N:41]([CH3:44])[CH2:40][CH2:39]3)=[C:31]([O:30][CH3:29])[CH:32]=2)[N:22]=1)[C:9](=[O:28])[O:8][CH2:7][C:3]1[CH:2]=[N:1][CH:6]=[CH:5][CH:4]=1. The catalyst class is: 13. (3) Reactant: C(OC([NH:8][C@H:9]([CH2:31][C:32]1[CH:37]=[CH:36][CH:35]=[CH:34][CH:33]=1)[CH2:10][N:11]([CH2:14][C@@H:15]([NH:23][C:24]([O:26][C:27](C)(C)[CH3:28])=[O:25])[CH2:16][C:17]1[CH:22]=[CH:21][CH:20]=[CH:19][CH:18]=1)[CH2:12][CH3:13])=O)(C)(C)C.FC(F)(F)C(O)=O.[C:45](=[O:63])([O:56][CH2:57][C:58]1[S:62][CH:61]=[N:60][CH:59]=1)OC1C=CC([N+]([O-])=O)=CC=1. Product: [CH2:12]([N:11]([CH2:10][C@H:9]([NH:8][C:45]([O:56][CH2:57][C:58]1[S:62][CH:61]=[N:60][CH:59]=1)=[O:63])[CH2:31][C:32]1[CH:33]=[CH:34][CH:35]=[CH:36][CH:37]=1)[CH2:14][C@@H:15]([NH:23][C:24]([O:26][CH2:27][C:28]1[S:62][CH:61]=[N:60][CH:59]=1)=[O:25])[CH2:16][C:17]1[CH:22]=[CH:21][CH:20]=[CH:19][CH:18]=1)[CH3:13]. The catalyst class is: 96. (4) Reactant: [C:1]([O:5][C:6]([N:8]([C:43]([O:45][C:46]([CH3:49])([CH3:48])[CH3:47])=[O:44])[C:9]1[C:10]([C:22]2[O:26][C:25]([C:27]3[CH:32]=[CH:31][C:30]([CH2:33][N:34]([CH3:42])[C:35](=[O:41])[O:36][C:37]([CH3:40])([CH3:39])[CH3:38])=[CH:29][CH:28]=3)=[N:24][N:23]=2)=[N:11][C:12]([C:15]2[CH2:20][CH2:19][C:18](=[O:21])[CH2:17][CH:16]=2)=[CH:13][N:14]=1)=[O:7])([CH3:4])([CH3:3])[CH3:2].[BH4-].[Na+]. Product: [C:46]([O:45][C:43]([N:8]([C:6]([O:5][C:1]([CH3:4])([CH3:3])[CH3:2])=[O:7])[C:9]1[C:10]([C:22]2[O:26][C:25]([C:27]3[CH:32]=[CH:31][C:30]([CH2:33][N:34]([CH3:42])[C:35](=[O:41])[O:36][C:37]([CH3:38])([CH3:39])[CH3:40])=[CH:29][CH:28]=3)=[N:24][N:23]=2)=[N:11][C:12]([C:15]2[CH2:20][CH2:19][CH:18]([OH:21])[CH2:17][CH:16]=2)=[CH:13][N:14]=1)=[O:44])([CH3:47])([CH3:48])[CH3:49]. The catalyst class is: 5. (5) Reactant: [CH:1]([OH:6])([OH:5])[CH2:2][CH2:3][CH3:4].N1[CH:12]=[CH:11][CH:10]=[CH:9][CH:8]=1.[C:13](Cl)(=[O:23])[CH2:14][CH2:15][CH2:16]CCCCCC.[CH2:25](Cl)Cl. Product: [C:1]([O:6][CH2:16][CH2:15][CH2:14][CH2:13][OH:23])(=[O:5])[CH2:2][CH2:3][CH2:4][CH2:8][CH2:9][CH2:10][CH2:11][CH2:12][CH3:25]. The catalyst class is: 142. (6) Reactant: [N+:1]([C:4]1[CH:27]=[CH:26][C:7]([NH:8][C:9]2[CH:14]=[CH:13][C:12]([O:15][Si](C(C)C)(C(C)C)C(C)C)=[CH:11][CH:10]=2)=[CH:6][C:5]=1[C:28]([F:31])([F:30])[F:29])([O-:3])=[O:2].CCCC[N+](CCCC)(CCCC)CCCC.[F-]. Product: [N+:1]([C:4]1[CH:27]=[CH:26][C:7]([NH:8][C:9]2[CH:10]=[CH:11][C:12]([OH:15])=[CH:13][CH:14]=2)=[CH:6][C:5]=1[C:28]([F:29])([F:30])[F:31])([O-:3])=[O:2]. The catalyst class is: 30. (7) Reactant: Br[CH2:2][C:3]1[C:11]2[C:6](=[N:7][CH:8]=[N:9][C:10]=2[Cl:12])[N:5]([CH3:13])[N:4]=1.[CH2:14]([O:21][C:22]1[CH:23]=[C:24]([OH:28])[CH:25]=[CH:26][CH:27]=1)[C:15]1[CH:20]=[CH:19][CH:18]=[CH:17][CH:16]=1.C(=O)([O-])[O-].[K+].[K+]. Product: [CH2:14]([O:21][C:22]1[CH:23]=[C:24]([CH:25]=[CH:26][CH:27]=1)[O:28][CH2:2][C:3]1[C:11]2[C:6](=[N:7][CH:8]=[N:9][C:10]=2[Cl:12])[N:5]([CH3:13])[N:4]=1)[C:15]1[CH:16]=[CH:17][CH:18]=[CH:19][CH:20]=1. The catalyst class is: 9. (8) Reactant: [Cl:1][C:2]1[C:11]2[C:6](=[CH:7][C:8]([O:17][CH2:18][CH2:19][O:20][CH3:21])=[C:9]([O:12][CH2:13][CH2:14][O:15][CH3:16])[CH:10]=2)[N:5]=[CH:4][N:3]=1.[NH2:22][C:23]1[CH:24]=[C:25]([C:29]#[CH:30])[CH:26]=[CH:27][CH:28]=1.Cl. Product: [CH3:16][O:15][CH2:14][CH2:13][O:12][C:9]1[CH:10]=[C:11]2[C:2]([NH:22][C:23]3[CH:28]=[CH:27][CH:26]=[C:25]([C:29]#[CH:30])[CH:24]=3)=[N:3][CH:4]=[N:5][C:6]2=[CH:7][C:8]=1[O:17][CH2:18][CH2:19][O:20][CH3:21].[ClH:1]. The catalyst class is: 6.